From a dataset of NCI-60 drug combinations with 297,098 pairs across 59 cell lines. Regression. Given two drug SMILES strings and cell line genomic features, predict the synergy score measuring deviation from expected non-interaction effect. Drug 1: CC1CCC2CC(C(=CC=CC=CC(CC(C(=O)C(C(C(=CC(C(=O)CC(OC(=O)C3CCCCN3C(=O)C(=O)C1(O2)O)C(C)CC4CCC(C(C4)OC)O)C)C)O)OC)C)C)C)OC. Drug 2: CC1CCCC2(C(O2)CC(NC(=O)CC(C(C(=O)C(C1O)C)(C)C)O)C(=CC3=CSC(=N3)C)C)C. Cell line: MALME-3M. Synergy scores: CSS=58.3, Synergy_ZIP=-1.46, Synergy_Bliss=-1.37, Synergy_Loewe=-0.241, Synergy_HSA=4.13.